The task is: Predict the product of the given reaction.. This data is from Forward reaction prediction with 1.9M reactions from USPTO patents (1976-2016). (1) Given the reactants [C:1]([OH:6])(=O)[CH:2]([CH3:4])[CH3:3].[NH:7]1[CH2:12][CH2:11][CH:10]([CH2:13][OH:14])[CH2:9][CH2:8]1, predict the reaction product. The product is: [OH:14][CH2:13][CH:10]1[CH2:11][CH2:12][N:7]([C:1](=[O:6])[CH:2]([CH3:4])[CH3:3])[CH2:8][CH2:9]1. (2) Given the reactants Cl[C:2]1[N:7]=[C:6]([O:8][C@@H:9]([C@H:11]2[CH2:15][N:14]([C@@H](C3C=CC(OC)=CC=3)C)[C:13](=[O:26])[CH2:12]2)[CH3:10])[C:5]2[N:27]([CH3:31])[C:28]([CH3:30])=[N:29][C:4]=2[CH:3]=1.[CH3:32][O:33][C:34]1[CH:35]=[C:36](B(O)O)[CH:37]=[CH:38][C:39]=1[O:40][CH3:41].OP([O-])([O-])=O.[K+].[K+], predict the reaction product. The product is: [CH3:32][O:33][C:34]1[CH:35]=[C:36]([C:2]2[N:7]=[C:6]([O:8][C@@H:9]([C@H:11]3[CH2:15][NH:14][C:13](=[O:26])[CH2:12]3)[CH3:10])[C:5]3[N:27]([CH3:31])[C:28]([CH3:30])=[N:29][C:4]=3[CH:3]=2)[CH:37]=[CH:38][C:39]=1[O:40][CH3:41].